Dataset: Full USPTO retrosynthesis dataset with 1.9M reactions from patents (1976-2016). Task: Predict the reactants needed to synthesize the given product. (1) Given the product [CH2:26]([NH:33][C:10]([CH:7]1[CH2:6][CH2:5][N:4]([CH2:3][C@@H:2]([OH:1])[CH2:13][O:14][C:15]2[CH:24]=[CH:23][CH:22]=[C:21]3[C:16]=2[CH:17]=[CH:18][CH:19]=[N:20]3)[CH2:9][CH2:8]1)=[O:12])[C:27]1[CH:32]=[CH:31][CH:30]=[CH:29][CH:28]=1, predict the reactants needed to synthesize it. The reactants are: [OH:1][C@@H:2]([CH2:13][O:14][C:15]1[CH:24]=[CH:23][CH:22]=[C:21]2[C:16]=1[CH:17]=[CH:18][CH:19]=[N:20]2)[CH2:3][N:4]1[CH2:9][CH2:8][CH:7]([C:10]([O-:12])=O)[CH2:6][CH2:5]1.[Li+].[CH2:26]([NH2:33])[C:27]1[CH:32]=[CH:31][CH:30]=[CH:29][CH:28]=1.C(N(CC)C(C)C)(C)C.C1CN([P+](ON2N=NC3C=CC=CC2=3)(N2CCCC2)N2CCCC2)CC1.F[P-](F)(F)(F)(F)F. (2) Given the product [F:1][C:2]1[C:29]([NH:30][S:31]([CH2:34][CH2:35][CH3:36])(=[O:33])=[O:32])=[CH:28][CH:27]=[C:26]([F:37])[C:3]=1[C:4]([NH:6][C:7]1[CH:8]=[C:9]2[CH:15]=[C:14]([CH3:38])[NH:13][C:10]2=[N:11][CH:12]=1)=[O:5], predict the reactants needed to synthesize it. The reactants are: [F:1][C:2]1[C:29]([NH:30][S:31]([CH2:34][CH2:35][CH3:36])(=[O:33])=[O:32])=[CH:28][CH:27]=[C:26]([F:37])[C:3]=1[C:4]([NH:6][C:7]1[CH:8]=[C:9]2[C:15](C)=[CH:14][N:13](S(C3C=CC=CC=3)(=O)=O)[C:10]2=[N:11][CH:12]=1)=[O:5].[C:38]([O-])([O-])=O.[K+].[K+]. (3) Given the product [C:33]([C:29]1[S:28][C:27]([NH:26][C:25]([NH:17][CH2:16][CH:12]2[CH2:13][CH2:14][CH2:15][N:10]([CH2:9][CH2:8][C:5]3[CH:6]=[CH:7][C:2]([F:1])=[CH:3][CH:4]=3)[CH2:11]2)=[O:24])=[N:31][C:30]=1[CH3:32])(=[O:35])[CH3:34], predict the reactants needed to synthesize it. The reactants are: [F:1][C:2]1[CH:7]=[CH:6][C:5]([CH2:8][CH2:9][N:10]2[CH2:15][CH2:14][CH2:13][CH:12]([CH2:16][NH2:17])[CH2:11]2)=[CH:4][CH:3]=1.C1([O:24][C:25](=O)[NH:26][C:27]2[S:28][C:29]([C:33](=[O:35])[CH3:34])=[C:30]([CH3:32])[N:31]=2)C=CC=CC=1.C(N(CC)CC)C. (4) Given the product [CH2:21]([NH:22][C:25]([NH:1][C:2]1[S:6][C:5]([C:7]([O:9][C:10]([CH3:11])([CH3:12])[CH3:13])=[O:8])=[C:4]([CH3:14])[C:3]=1[C:15]([O:17][CH2:18][CH3:19])=[O:16])=[O:26])[CH3:20], predict the reactants needed to synthesize it. The reactants are: [NH2:1][C:2]1[S:6][C:5]([C:7]([O:9][C:10]([CH3:13])([CH3:12])[CH3:11])=[O:8])=[C:4]([CH3:14])[C:3]=1[C:15]([O:17][CH2:18][CH3:19])=[O:16].[CH:20]1N=C[N:22]([C:25](N2C=NC=C2)=[O:26])[CH:21]=1.C(N(CC)CC)C.C(N)C.